From a dataset of Forward reaction prediction with 1.9M reactions from USPTO patents (1976-2016). Predict the product of the given reaction. (1) Given the reactants [Cl:1][C:2]1[CH:7]=[CH:6][C:5]([C:8]2([OH:40])[CH2:13][CH2:12][N:11]([CH2:14][CH2:15][CH:16]=[C:17]3[C:27]4[C:22](=[N:23][CH:24]=[CH:25][CH:26]=4)[O:21][C:20]4[CH:28]=[CH:29][CH:30]=[C:31](OS(C(F)(F)F)(=O)=O)[C:19]=4[CH2:18]3)[CH2:10][CH2:9]2)=[CH:4][CH:3]=1.[CH2:41]([Sn](CCCC)(CCCC)CCCC)[CH:42]=[CH2:43].[Cl-].[Li+].[F-].[NH4+], predict the reaction product. The product is: [CH2:43]([C:31]1[C:19]2[CH2:18][C:17](=[CH:16][CH2:15][CH2:14][N:11]3[CH2:10][CH2:9][C:8]([C:5]4[CH:4]=[CH:3][C:2]([Cl:1])=[CH:7][CH:6]=4)([OH:40])[CH2:13][CH2:12]3)[C:27]3[C:22]([O:21][C:20]=2[CH:28]=[CH:29][CH:30]=1)=[N:23][CH:24]=[CH:25][CH:26]=3)[CH:42]=[CH2:41]. (2) Given the reactants [C:1]([N:4]1[C:8]2([CH2:13][CH2:12][O:11][CH2:10][CH2:9]2)[CH2:7][CH2:6][CH:5]1[C:14]([OH:16])=O)(=[O:3])[CH3:2].CC(C)[C@H](NC(OC)=O)C(N1C(C([NH:39][CH2:40][C:41]([C:43]2[CH:48]=[CH:47][C:46]([C:49]3[CH:54]=[CH:53][C:52]([C:55]4[N:56]=[C:57]([C@@H:60]5[CH2:64][CH2:63][CH2:62][N:61]5[C:65](=[O:75])[C@@H:66]([NH:70][C:71]([O:73][CH3:74])=[O:72])[CH:67]([CH3:69])[CH3:68])[NH:58][CH:59]=4)=[CH:51][CH:50]=3)=[CH:45][CH:44]=2)=[O:42])=O)CC2(CN(C(OC(C)(C)C)=O)C2)C1)=O, predict the reaction product. The product is: [C:1]([N:4]1[C:8]2([CH2:9][CH2:10][O:11][CH2:12][CH2:13]2)[CH2:7][CH2:6][CH:5]1[C:14]([NH:39][CH2:40][C:41]([C:43]1[CH:48]=[CH:47][C:46]([C:49]2[CH:50]=[CH:51][C:52]([C:55]3[N:56]=[C:57]([C@@H:60]4[CH2:64][CH2:63][CH2:62][N:61]4[C:65]([C@@H:66]([NH:70][C:71](=[O:72])[O:73][CH3:74])[CH:67]([CH3:69])[CH3:68])=[O:75])[NH:58][CH:59]=3)=[CH:53][CH:54]=2)=[CH:45][CH:44]=1)=[O:42])=[O:16])(=[O:3])[CH3:2]. (3) Given the reactants [CH3:1][O:2][C:3]1[CH:8]=[CH:7][C:6]([C:9]2[CH:10]=[N:11][C:12]3[N:13]([N:15]=[CH:16][C:17]=3[C:18]([NH2:20])=O)[CH:14]=2)=[CH:5][CH:4]=1.CC[N+](S(N=C(OC)[O-])(=O)=O)(CC)CC, predict the reaction product. The product is: [CH3:1][O:2][C:3]1[CH:4]=[CH:5][C:6]([C:9]2[CH:10]=[N:11][C:12]3[N:13]([N:15]=[CH:16][C:17]=3[C:18]#[N:20])[CH:14]=2)=[CH:7][CH:8]=1. (4) Given the reactants [C:1]([C:5]1[O:9][N:8]=[C:7]([C:10]2[CH:11]=[CH:12][C:13]3[O:17][C:16]4[CH:18]=[C:19]([S:22]([NH:25][C@@H:26]([CH2:31][CH:32]([CH3:34])[CH3:33])[C:27]([O:29]C)=[O:28])(=[O:24])=[O:23])[CH:20]=[CH:21][C:15]=4[C:14]=3[CH:35]=2)[N:6]=1)([CH3:4])([CH3:3])[CH3:2].[Li+].[OH-], predict the reaction product. The product is: [C:1]([C:5]1[O:9][N:8]=[C:7]([C:10]2[CH:11]=[CH:12][C:13]3[O:17][C:16]4[CH:18]=[C:19]([S:22]([NH:25][C@@H:26]([CH2:31][CH:32]([CH3:33])[CH3:34])[C:27]([OH:29])=[O:28])(=[O:24])=[O:23])[CH:20]=[CH:21][C:15]=4[C:14]=3[CH:35]=2)[N:6]=1)([CH3:4])([CH3:3])[CH3:2]. (5) Given the reactants [CH3:1][N:2]([CH3:14])[C:3]([C:5]1[CH:9]=[N:8][N:7]([CH3:10])[C:6]=1[C:11]([OH:13])=[O:12])=[O:4].N1(C(C2C=NN(C)C=2)=O)CC[CH2:16]1, predict the reaction product. The product is: [N:2]1([C:3]([C:5]2[CH:9]=[N:8][N:7]([CH3:10])[C:6]=2[C:11]([OH:13])=[O:12])=[O:4])[CH2:14][CH2:16][CH2:1]1. (6) Given the reactants [C:1]([O:5][C:6]([N:8]1[CH2:13][CH2:12][NH:11][CH2:10][CH2:9]1)=[O:7])([CH3:4])([CH3:3])[CH3:2].Br[CH2:15][CH2:16][CH2:17][OH:18].C(=O)([O-])[O-].[K+].[K+].[I-].[K+], predict the reaction product. The product is: [C:1]([O:5][C:6]([N:8]1[CH2:13][CH2:12][N:11]([CH2:15][CH2:16][CH2:17][OH:18])[CH2:10][CH2:9]1)=[O:7])([CH3:4])([CH3:2])[CH3:3].